Dataset: Full USPTO retrosynthesis dataset with 1.9M reactions from patents (1976-2016). Task: Predict the reactants needed to synthesize the given product. Given the product [F:23][C:24]([F:37])([F:36])[S:25]([O:1][C:2]1[CH:11]=[C:10]2[C:5]([CH2:6][CH2:7][CH:8]([C:12]([O:14][CH2:15][CH3:16])=[O:13])[O:9]2)=[CH:4][CH:3]=1)(=[O:27])=[O:26], predict the reactants needed to synthesize it. The reactants are: [OH:1][C:2]1[CH:11]=[C:10]2[C:5]([CH2:6][CH2:7][CH:8]([C:12]([O:14][CH2:15][CH3:16])=[O:13])[O:9]2)=[CH:4][CH:3]=1.N1C=CC=CC=1.[F:23][C:24]([F:37])([F:36])[S:25](O[S:25]([C:24]([F:37])([F:36])[F:23])(=[O:27])=[O:26])(=[O:27])=[O:26].Cl.